From a dataset of Full USPTO retrosynthesis dataset with 1.9M reactions from patents (1976-2016). Predict the reactants needed to synthesize the given product. (1) The reactants are: [C:1]([C:3]1[CH:8]=[CH:7][CH:6]=[CH:5][C:4]=1[F:9])#[CH:2].I[CH3:11].[N-:12]=[N+:13]=[N-:14].[Na+]. Given the product [F:9][C:4]1[CH:5]=[CH:6][CH:7]=[CH:8][C:3]=1[C:1]1[N:12]=[N:13][N:14]([CH3:11])[CH:2]=1, predict the reactants needed to synthesize it. (2) Given the product [CH2:1]([O:8][CH:9]1[CH2:12][CH:11]([OH:13])[CH2:10]1)[C:2]1[CH:7]=[CH:6][CH:5]=[CH:4][CH:3]=1, predict the reactants needed to synthesize it. The reactants are: [CH2:1]([O:8][CH:9]1[CH2:12][C:11](=[O:13])[CH2:10]1)[C:2]1[CH:7]=[CH:6][CH:5]=[CH:4][CH:3]=1.[H-].[H-].[H-].[H-].[Li+].[Al+3]. (3) The reactants are: Br[C:2]([CH3:16])([CH3:15])[C:3]([NH:5][C:6]1[C:11]([CH3:12])=[CH:10][C:9]([CH3:13])=[CH:8][C:7]=1[CH3:14])=O.[H-].[Al+3].[Li+].[H-].[H-].[H-]. Given the product [C:7]1([CH3:14])[CH:8]=[C:9]([CH3:13])[CH:10]=[C:11]([CH3:12])[C:6]=1[NH:5][CH2:3][C:2]([CH3:16])([NH:5][C:6]1[CH:11]=[CH:10][CH:9]=[CH:8][CH:7]=1)[CH3:15], predict the reactants needed to synthesize it. (4) Given the product [CH3:28][S:29]([O:32][C:33]1[CH:38]=[C:37]([C:23]2[CH:24]=[CH:25][CH:26]=[C:21]([C:4]3([C:9]4[CH:18]=[CH:17][C:16]5[CH2:15][CH:14]([O:19][CH3:20])[CH2:13][CH2:12][C:11]=5[CH:10]=4)[C:5](=[O:8])[N:6]([CH3:7])[C:2]([NH2:1])=[N:3]3)[CH:22]=2)[CH:36]=[C:35]([O:48][CH3:49])[CH:34]=1)(=[O:31])=[O:30], predict the reactants needed to synthesize it. The reactants are: [NH2:1][C:2]1[N:6]([CH3:7])[C:5](=[O:8])[C:4]([C:21]2[CH:26]=[CH:25][CH:24]=[C:23](Br)[CH:22]=2)([C:9]2[CH:18]=[CH:17][C:16]3[CH2:15][CH:14]([O:19][CH3:20])[CH2:13][CH2:12][C:11]=3[CH:10]=2)[N:3]=1.[CH3:28][S:29]([O:32][C:33]1[CH:38]=[C:37](B2OC(C)(C)C(C)(C)O2)[CH:36]=[C:35]([O:48][CH3:49])[CH:34]=1)(=[O:31])=[O:30].C(=O)([O-])[O-].[K+].[K+]. (5) Given the product [OH:3][C:1]([C:4]1[C:13]([O:14][S:15]([C:18]2[CH:19]=[CH:20][C:21]([CH3:24])=[CH:22][CH:23]=2)(=[O:17])=[O:16])=[CH:12][C:11]2[C:6](=[CH:7][CH:8]=[CH:9][CH:10]=2)[N:5]=1)([CH3:25])[CH3:2], predict the reactants needed to synthesize it. The reactants are: [C:1]([C:4]1[C:13]([O:14][S:15]([C:18]2[CH:23]=[CH:22][C:21]([CH3:24])=[CH:20][CH:19]=2)(=[O:17])=[O:16])=[CH:12][C:11]2[C:6](=[CH:7][CH:8]=[CH:9][CH:10]=2)[N:5]=1)(=[O:3])[CH3:2].[CH3:25][Mg]Cl.[NH4+].[Cl-].Cl. (6) Given the product [CH3:3][O:4][C:5](=[O:11])[CH:6]([C:13]1[C:18]([Cl:19])=[CH:17][N:16]=[CH:15][N:14]=1)[C:7]([O:9][CH3:10])=[O:8], predict the reactants needed to synthesize it. The reactants are: [H-].[Na+].[CH3:3][O:4][C:5](=[O:11])[CH2:6][C:7]([O:9][CH3:10])=[O:8].Cl[C:13]1[C:18]([Cl:19])=[CH:17][N:16]=[CH:15][N:14]=1.Cl. (7) The reactants are: [CH2:1]([N:8]1[CH2:12][C@H:11]2[C@H:13]([NH2:16])[CH2:14][CH2:15][C@H:10]2[CH2:9]1)[C:2]1[CH:7]=[CH:6][CH:5]=[CH:4][CH:3]=1.[CH3:17][C:18]([CH3:30])([CH3:29])[CH:19]([C:23]1[CH:28]=[CH:27][CH:26]=[CH:25][CH:24]=1)[C:20](O)=[O:21].C1([C@H](CC)C(O)=O)C=CC=CC=1. Given the product [CH2:1]([N:8]1[CH2:12][C@@H:11]2[C@@H:13]([NH:16][C:20](=[O:21])[CH:19]([C:23]3[CH:24]=[CH:25][CH:26]=[CH:27][CH:28]=3)[C:18]([CH3:30])([CH3:29])[CH3:17])[CH2:14][CH2:15][C@@H:10]2[CH2:9]1)[C:2]1[CH:3]=[CH:4][CH:5]=[CH:6][CH:7]=1, predict the reactants needed to synthesize it. (8) Given the product [C:8]([C:6]1[CH:7]=[C:2]([Cl:1])[C:3]([C:16]#[N:17])=[C:4]([I:14])[C:5]=1[O:11][CH2:12][CH3:13])(=[O:10])[CH3:9], predict the reactants needed to synthesize it. The reactants are: [Cl:1][C:2]1[C:3](F)=[C:4]([I:14])[C:5]([O:11][CH2:12][CH3:13])=[C:6]([C:8](=[O:10])[CH3:9])[CH:7]=1.[C-:16]#[N:17].[K+]. (9) Given the product [OH:28][C:25]1[CH:26]=[CH:27][C:22]([C:11]([C:8]2[CH:9]=[CH:10][C:5]([O:4][CH2:3][CH2:2][NH:30][CH3:29])=[CH:6][CH:7]=2)=[C:12]([C:15]2[N:20]=[CH:19][C:18]([OH:21])=[CH:17][CH:16]=2)[CH2:13][CH3:14])=[CH:23][CH:24]=1, predict the reactants needed to synthesize it. The reactants are: Cl[CH2:2][CH2:3][O:4][C:5]1[CH:10]=[CH:9][C:8]([C:11]([C:22]2[CH:27]=[CH:26][C:25]([OH:28])=[CH:24][CH:23]=2)=[C:12]([C:15]2[N:20]=[CH:19][C:18]([OH:21])=[CH:17][CH:16]=2)[CH2:13][CH3:14])=[CH:7][CH:6]=1.[CH3:29][NH2:30].